Dataset: Catalyst prediction with 721,799 reactions and 888 catalyst types from USPTO. Task: Predict which catalyst facilitates the given reaction. (1) Reactant: [NH2:1][CH2:2][CH2:3][CH2:4][CH2:5][CH2:6][CH2:7][N:8]1[CH2:13][CH2:12][CH:11]([C:14]2[CH:15]=[C:16]([NH:20][C:21](=[O:25])[CH:22]([CH3:24])[CH3:23])[CH:17]=[CH:18][CH:19]=2)[CH2:10][CH2:9]1.[C:26]1([N:32]2[C:36]([CH2:37][CH2:38][CH3:39])=[C:35]([C:40](Cl)=[O:41])[CH:34]=[N:33]2)[CH:31]=[CH:30][CH:29]=[CH:28][CH:27]=1. Product: [C:21]([NH:20][C:16]1[CH:15]=[C:14]([CH:11]2[CH2:12][CH2:13][N:8]([CH2:7][CH2:6][CH2:5][CH2:4][CH2:3][CH2:2][NH:1][C:40]([C:35]3[CH:34]=[N:33][N:32]([C:26]4[CH:31]=[CH:30][CH:29]=[CH:28][CH:27]=4)[C:36]=3[CH2:37][CH2:38][CH3:39])=[O:41])[CH2:9][CH2:10]2)[CH:19]=[CH:18][CH:17]=1)(=[O:25])[CH:22]([CH3:23])[CH3:24]. The catalyst class is: 1. (2) Reactant: [Br:1]N1C(=O)NC(=O)N(Br)C1=O.[CH:12]1([C:15]2[CH:24]=[CH:23][C:18]([C:19]([O:21][CH3:22])=[O:20])=[C:17]([O:25][CH2:26][CH3:27])[CH:16]=2)[CH2:14][CH2:13]1.S([O-])([O-])(=O)=S.[Na+].[Na+].C(OCC)(=O)C. Product: [Br:1][C:24]1[C:15]([CH:12]2[CH2:14][CH2:13]2)=[CH:16][C:17]([O:25][CH2:26][CH3:27])=[C:18]([CH:23]=1)[C:19]([O:21][CH3:22])=[O:20]. The catalyst class is: 3.